From a dataset of Catalyst prediction with 721,799 reactions and 888 catalyst types from USPTO. Predict which catalyst facilitates the given reaction. Product: [F:21][CH:20]([F:22])[O:19][C:18]1[C:17]2[C:12](=[C:13]([F:28])[CH:14]=[CH:15][C:16]=2[O:23][CH2:24][C:25]([OH:27])=[O:26])[N:11]=[C:10]([CH2:29][CH3:30])[C:9]=1[CH2:8][C:7]1[CH:31]=[CH:32][C:4]([C:1]([OH:3])([CH3:33])[CH3:2])=[CH:5][CH:6]=1. The catalyst class is: 627. Reactant: [C:1]([C:4]1[CH:32]=[CH:31][C:7]([CH2:8][C:9]2[C:10]([CH2:29][CH3:30])=[N:11][C:12]3[C:17]([C:18]=2[O:19][CH:20]([F:22])[F:21])=[C:16]([O:23][CH2:24][C:25]([OH:27])=[O:26])[CH:15]=[CH:14][C:13]=3[F:28])=[CH:6][CH:5]=1)(=[O:3])[CH3:2].[CH3:33][Mg]Br.